This data is from Full USPTO retrosynthesis dataset with 1.9M reactions from patents (1976-2016). The task is: Predict the reactants needed to synthesize the given product. (1) Given the product [NH2:7][C:8]1[N:13]2[N:14]=[CH:15][C:16]([C:17]3[CH:18]=[N:19][C:20]([C:23]4[CH:24]=[CH:25][CH:26]=[CH:27][CH:28]=4)=[CH:21][CH:22]=3)=[C:12]2[N:11]=[C:10]([CH:29]2[CH2:30][CH2:31][C:32]([OH:35])([C:48]([OH:53])=[O:51])[CH2:33][CH2:34]2)[C:9]=1[Br:36], predict the reactants needed to synthesize it. The reactants are: C[Si](C)(C)CCOC[N:7](COCC[Si](C)(C)C)[C:8]1[N:13]2[N:14]=[CH:15][C:16]([C:17]3[CH:18]=[N:19][C:20]([C:23]4[CH:28]=[CH:27][CH:26]=[CH:25][CH:24]=4)=[CH:21][CH:22]=3)=[C:12]2[N:11]=[C:10]([CH:29]2[CH2:34][CH2:33][C:32](=[O:35])[CH2:31][CH2:30]2)[C:9]=1[Br:36].Br[CH:48](Br)Br.[OH-:51].[K+].[OH2:53]. (2) Given the product [Cl:9][C:6]1[C:7]([N:31]2[CH2:30][CH2:29][CH:28]([C:23]3[CH:24]=[CH:25][CH:26]=[CH:27][C:22]=3[Cl:21])[CH2:33][CH2:32]2)=[CH:2][N:3]=[N:4][C:5]=1[NH:40][NH2:41], predict the reactants needed to synthesize it. The reactants are: Cl[C:2]1[N:3]=[N:4][CH:5]=[C:6]([Cl:9])[C:7]=1Cl.CC1C=CC(S(O)(=O)=O)=CC=1.[Cl:21][C:22]1[CH:27]=[CH:26][CH:25]=[CH:24][C:23]=1[CH:28]1[CH2:33][CH2:32][NH:31][CH2:30][CH2:29]1.C(=O)([O-])[O-].[K+].[K+].[NH2:40][NH2:41]. (3) The reactants are: F[C:2]1[C:9]([F:10])=[CH:8][C:7]([N+:11]([O-:13])=[O:12])=[CH:6][C:3]=1[CH:4]=[O:5].[CH3:14][CH:15]([SH:17])[CH3:16]. Given the product [F:10][C:9]1[C:2]([S:17][CH:15]([CH3:16])[CH3:14])=[C:3]([CH:6]=[C:7]([N+:11]([O-:13])=[O:12])[CH:8]=1)[CH:4]=[O:5], predict the reactants needed to synthesize it. (4) Given the product [OH:6][CH:7]([CH2:25][CH3:26])[C:8]([N:10]1[CH2:15][CH2:14][C:13]2[N:16]=[C:17]([C:19]3[CH:24]=[CH:23][CH:22]=[CH:21][CH:20]=3)[O:18][C:12]=2[CH2:11]1)=[S:9], predict the reactants needed to synthesize it. The reactants are: C([Si](C)(C)[O:6][CH:7]([CH2:25][CH3:26])[C:8]([N:10]1[CH2:15][CH2:14][C:13]2[N:16]=[C:17]([C:19]3[CH:24]=[CH:23][CH:22]=[CH:21][CH:20]=3)[O:18][C:12]=2[CH2:11]1)=[S:9])(C)(C)C.C(O)(C(F)(F)F)=O.